Task: Predict the reactants needed to synthesize the given product.. Dataset: Full USPTO retrosynthesis dataset with 1.9M reactions from patents (1976-2016) Given the product [CH3:19][O:20][C:21]1[CH:26]=[CH:25][C:24]([C:2]2[CH:7]=[CH:6][C:5]([CH:8]([C:13]3[CH:18]=[CH:17][CH:16]=[CH:15][CH:14]=3)[C:9]([O:11][CH3:12])=[O:10])=[CH:4][CH:3]=2)=[CH:23][CH:22]=1, predict the reactants needed to synthesize it. The reactants are: Br[C:2]1[CH:7]=[CH:6][C:5]([CH:8]([C:13]2[CH:18]=[CH:17][CH:16]=[CH:15][CH:14]=2)[C:9]([O:11][CH3:12])=[O:10])=[CH:4][CH:3]=1.[CH3:19][O:20][C:21]1[CH:26]=[CH:25][C:24](B(O)O)=[CH:23][CH:22]=1.C(=O)([O-])[O-].[K+].[K+].